Dataset: NCI-60 drug combinations with 297,098 pairs across 59 cell lines. Task: Regression. Given two drug SMILES strings and cell line genomic features, predict the synergy score measuring deviation from expected non-interaction effect. (1) Drug 1: CC1C(C(CC(O1)OC2CC(CC3=C2C(=C4C(=C3O)C(=O)C5=C(C4=O)C(=CC=C5)OC)O)(C(=O)C)O)N)O.Cl. Drug 2: CCC1(CC2CC(C3=C(CCN(C2)C1)C4=CC=CC=C4N3)(C5=C(C=C6C(=C5)C78CCN9C7C(C=CC9)(C(C(C8N6C=O)(C(=O)OC)O)OC(=O)C)CC)OC)C(=O)OC)O.OS(=O)(=O)O. Cell line: RXF 393. Synergy scores: CSS=26.3, Synergy_ZIP=-6.56, Synergy_Bliss=1.79, Synergy_Loewe=-12.5, Synergy_HSA=4.15. (2) Drug 1: CC1CCC2CC(C(=CC=CC=CC(CC(C(=O)C(C(C(=CC(C(=O)CC(OC(=O)C3CCCCN3C(=O)C(=O)C1(O2)O)C(C)CC4CCC(C(C4)OC)OCCO)C)C)O)OC)C)C)C)OC. Drug 2: CCCCC(=O)OCC(=O)C1(CC(C2=C(C1)C(=C3C(=C2O)C(=O)C4=C(C3=O)C=CC=C4OC)O)OC5CC(C(C(O5)C)O)NC(=O)C(F)(F)F)O. Cell line: CCRF-CEM. Synergy scores: CSS=38.1, Synergy_ZIP=7.74, Synergy_Bliss=12.5, Synergy_Loewe=1.17, Synergy_HSA=1.95. (3) Drug 1: C1CN1C2=NC(=NC(=N2)N3CC3)N4CC4. Drug 2: CC12CCC3C(C1CCC2O)C(CC4=C3C=CC(=C4)O)CCCCCCCCCS(=O)CCCC(C(F)(F)F)(F)F. Cell line: MOLT-4. Synergy scores: CSS=71.0, Synergy_ZIP=0.266, Synergy_Bliss=0.955, Synergy_Loewe=-20.8, Synergy_HSA=0.728. (4) Drug 1: CC1=CC2C(CCC3(C2CCC3(C(=O)C)OC(=O)C)C)C4(C1=CC(=O)CC4)C. Drug 2: N.N.Cl[Pt+2]Cl. Cell line: SN12C. Synergy scores: CSS=4.94, Synergy_ZIP=-0.561, Synergy_Bliss=0.544, Synergy_Loewe=1.17, Synergy_HSA=0.595.